Dataset: Reaction yield outcomes from USPTO patents with 853,638 reactions. Task: Predict the reaction yield, written as a fraction of the theoretical maximum amount of product (1.0 means a 100% yield; for example, 0.34 means a 34% yield). The reactants are Cl[C:2]1[CH:7]=[C:6]([CH2:8][C:9]([O:11]C(C)(C)C)=O)[CH:5]=[CH:4][N:3]=1.[CH3:16][N:17]1[CH2:22][CH2:21][NH:20][CH2:19][CH2:18]1. The catalyst is O. The product is [CH3:16][N:17]1[CH2:22][CH2:21][N:20]([C:9](=[O:11])[CH2:8][C:6]2[CH:5]=[CH:4][N:3]=[C:2]([N:20]3[CH2:21][CH2:22][N:17]([CH3:16])[CH2:18][CH2:19]3)[CH:7]=2)[CH2:19][CH2:18]1. The yield is 0.710.